From a dataset of Forward reaction prediction with 1.9M reactions from USPTO patents (1976-2016). Predict the product of the given reaction. (1) Given the reactants [CH2:1]([C@@H:4]1[CH2:9][C@H:8]([C:10]2[CH:15]=[CH:14][CH:13]=[C:12]([Cl:16])[CH:11]=2)[C@@H:7]([C:17]2[CH:22]=[CH:21][C:20]([Cl:23])=[CH:19][CH:18]=2)[NH:6][C:5]1=[O:24])[CH:2]=[CH2:3].Br[CH:26]([CH2:29][CH3:30])[CH2:27][CH3:28].[H-].[Na+], predict the reaction product. The product is: [CH2:1]([C@@H:4]1[CH2:9][C@H:8]([C:10]2[CH:15]=[CH:14][CH:13]=[C:12]([Cl:16])[CH:11]=2)[C@@H:7]([C:17]2[CH:22]=[CH:21][C:20]([Cl:23])=[CH:19][CH:18]=2)[N:6]([CH:26]([CH2:29][CH3:30])[CH2:27][CH3:28])[C:5]1=[O:24])[CH:2]=[CH2:3]. (2) Given the reactants [NH2:1][C:2]1[N:7]=[C:6]([C:8]2[N:12]([CH2:13][O:14][CH2:15][CH2:16][Si:17]([CH3:20])([CH3:19])[CH3:18])[C:11]([C:21]3[CH:26]=[C:25]([Cl:27])[CH:24]=[CH:23][C:22]=3[CH3:28])=[C:10]([C:29]([NH2:31])=[O:30])[CH:9]=2)[C:5](I)=[CH:4][N:3]=1.[C:33]([C:35]1[CH:40]=[CH:39][C:38]([C:41]([N:43]2[CH2:48][CH2:47][N:46]([CH3:49])[CH2:45][CH2:44]2)=[O:42])=[CH:37][CH:36]=1)#[CH:34], predict the reaction product. The product is: [NH2:1][C:2]1[N:7]=[C:6]([C:8]2[N:12]([CH2:13][O:14][CH2:15][CH2:16][Si:17]([CH3:20])([CH3:19])[CH3:18])[C:11]([C:21]3[CH:26]=[C:25]([Cl:27])[CH:24]=[CH:23][C:22]=3[CH3:28])=[C:10]([C:29]([NH2:31])=[O:30])[CH:9]=2)[C:5]([C:34]#[C:33][C:35]2[CH:36]=[CH:37][C:38]([C:41]([N:43]3[CH2:44][CH2:45][N:46]([CH3:49])[CH2:47][CH2:48]3)=[O:42])=[CH:39][CH:40]=2)=[CH:4][N:3]=1. (3) Given the reactants [C:1]1([C:7]2[N:11]3[CH2:12][CH2:13][N:14](C(OC(C)(C)C)=O)[CH2:15][C:10]3=[C:9]([C:23](=[O:35])[NH:24][CH:25]3[C:30]([CH3:32])([CH3:31])[CH:29]4[CH2:33][C:26]3([CH3:34])[CH2:27][CH2:28]4)[N:8]=2)[CH:6]=[CH:5][CH:4]=[CH:3][CH:2]=1.[ClH:36], predict the reaction product. The product is: [ClH:36].[C:1]1([C:7]2[N:11]3[CH2:12][CH2:13][NH:14][CH2:15][C:10]3=[C:9]([C:23]([NH:24][CH:25]3[C:30]([CH3:31])([CH3:32])[CH:29]4[CH2:33][C:26]3([CH3:34])[CH2:27][CH2:28]4)=[O:35])[N:8]=2)[CH:2]=[CH:3][CH:4]=[CH:5][CH:6]=1.